Dataset: Full USPTO retrosynthesis dataset with 1.9M reactions from patents (1976-2016). Task: Predict the reactants needed to synthesize the given product. (1) Given the product [CH2:1]([O:8][C:9]1[CH:10]=[CH:11][C:12]2[CH2:16][C:15](=[O:17])[C:13]=2[CH:14]=1)[C:2]1[CH:3]=[CH:4][CH:5]=[CH:6][CH:7]=1, predict the reactants needed to synthesize it. The reactants are: [CH2:1]([O:8][C:9]1[CH:10]=[CH:11][C:12]2[CH2:16][C:15](OC)([O:17]C)[C:13]=2[CH:14]=1)[C:2]1[CH:7]=[CH:6][CH:5]=[CH:4][CH:3]=1.Cl. (2) Given the product [C:1]([C:3]1[C:7]([C:8]([OH:10])=[O:9])=[CH:6][N:5]([CH2:13][C:14]2[CH:15]=[CH:16][C:17]([CH2:20][N:21]3[CH:25]=[C:24]([CH3:26])[CH:23]=[N:22]3)=[CH:18][CH:19]=2)[N:4]=1)#[N:2], predict the reactants needed to synthesize it. The reactants are: [C:1]([C:3]1[C:7]([C:8]([O:10]CC)=[O:9])=[CH:6][N:5]([CH2:13][C:14]2[CH:19]=[CH:18][C:17]([CH2:20][N:21]3[CH:25]=[C:24]([CH3:26])[CH:23]=[N:22]3)=[CH:16][CH:15]=2)[N:4]=1)#[N:2].[OH-].[Li+].